From a dataset of NCI-60 drug combinations with 297,098 pairs across 59 cell lines. Regression. Given two drug SMILES strings and cell line genomic features, predict the synergy score measuring deviation from expected non-interaction effect. Drug 1: CC(CN1CC(=O)NC(=O)C1)N2CC(=O)NC(=O)C2. Drug 2: COC1=C2C(=CC3=C1OC=C3)C=CC(=O)O2. Cell line: HOP-62. Synergy scores: CSS=6.59, Synergy_ZIP=-2.74, Synergy_Bliss=-0.396, Synergy_Loewe=0.690, Synergy_HSA=0.221.